Dataset: Catalyst prediction with 721,799 reactions and 888 catalyst types from USPTO. Task: Predict which catalyst facilitates the given reaction. (1) Reactant: Br[C:2]1[C:11]2[C:6](=[CH:7][CH:8]=[CH:9][CH:10]=2)[C:5]([Br:12])=[CH:4][CH:3]=1.[S:13]1[CH:17]=[CH:16][CH:15]=[C:14]1B(O)O.C([O-])([O-])=O.[Na+].[Na+].CCO. Product: [Br:12][C:5]1[C:6]2[C:11](=[CH:10][CH:9]=[CH:8][CH:7]=2)[C:2]([C:14]2[S:13][CH:17]=[CH:16][CH:15]=2)=[CH:3][CH:4]=1. The catalyst class is: 11. (2) Reactant: C([Mg]Br)C.[Cl:5][C:6]1[CH:7]=[C:8]2[C:13](=[CH:14][CH:15]=1)[CH:12]=[C:11]([SH:16])[CH:10]=[CH:9]2.[O:17]1[CH2:19][C@@H:18]1[C:20]([O:22][CH3:23])=[O:21].[Cl-].[NH4+]. Product: [Cl:5][C:6]1[CH:7]=[C:8]2[C:13](=[CH:14][CH:15]=1)[CH:12]=[C:11]([S:16][CH2:19][C@@H:18]([OH:17])[C:20]([O:22][CH3:23])=[O:21])[CH:10]=[CH:9]2. The catalyst class is: 385. (3) Reactant: O.[OH-].[Li+].OO.[NH2:6][C:7]1[C:12]([C:13]([F:16])([F:15])[F:14])=[CH:11][C:10]([CH2:17][C@@H:18]([O:34][CH2:35][C:36]2[CH:41]=[CH:40][CH:39]=[CH:38][CH:37]=2)C(N2[C@@H](CC3C=CC=CC=3)COC2=O)=O)=[CH:9][C:8]=1[Cl:42].[O-]S([O-])=O.[Na+].[Na+].[C:49]([O-])([OH:51])=[O:50].[Na+]. Product: [NH2:6][C:7]1[C:12]([C:13]([F:16])([F:14])[F:15])=[CH:11][C:10]([CH2:17][C@@H:18]([O:34][CH2:35][C:36]2[CH:37]=[CH:38][CH:39]=[CH:40][CH:41]=2)[C:49]([OH:51])=[O:50])=[CH:9][C:8]=1[Cl:42]. The catalyst class is: 90. (4) Reactant: [CH3:1][O:2][C:3]1[CH:8]=[C:7]([N+:9]([O-:11])=[O:10])[CH:6]=[CH:5][C:4]=1[N:12]1[CH2:17][CH2:16][N:15](C(OC(C)(C)C)=O)[C:14]([CH3:26])([CH3:25])[CH2:13]1.FC(F)(F)C(O)=O.C(=O)(O)[O-].[Na+]. Product: [CH3:1][O:2][C:3]1[CH:8]=[C:7]([N+:9]([O-:11])=[O:10])[CH:6]=[CH:5][C:4]=1[N:12]1[CH2:17][CH2:16][NH:15][C:14]([CH3:26])([CH3:25])[CH2:13]1. The catalyst class is: 2. (5) Reactant: [C:1]1([N:7]2[CH:11]=[C:10]([C:12]([OH:14])=O)[C:9]([C:15]([F:18])([F:17])[F:16])=[N:8]2)[CH:6]=[CH:5][CH:4]=[CH:3][CH:2]=1.CCN=C=NCCCN(C)C.Cl.C1C=CC2N(O)N=NC=2C=1.O.FC(F)(F)C(O)=O.[CH2:49]([O:51][C:52]1[CH:66]=[CH:65][C:55]([C:56]([NH:58][CH:59]2[CH2:64][CH2:63][CH2:62][NH:61][CH2:60]2)=[O:57])=[CH:54][CH:53]=1)[CH3:50].C(N(CC)CC)C. Product: [CH2:49]([O:51][C:52]1[CH:66]=[CH:65][C:55]([C:56]([NH:58][CH:59]2[CH2:64][CH2:63][CH2:62][N:61]([C:12]([C:10]3[C:9]([C:15]([F:18])([F:17])[F:16])=[N:8][N:7]([C:1]4[CH:2]=[CH:3][CH:4]=[CH:5][CH:6]=4)[CH:11]=3)=[O:14])[CH2:60]2)=[O:57])=[CH:54][CH:53]=1)[CH3:50]. The catalyst class is: 3. (6) Reactant: [Br:1][C:2]1[CH:7]=[C:6]([C:8]([CH3:11])([CH3:10])[CH3:9])[CH:5]=[CH:4][C:3]=1[OH:12].C(N(CC)CC)C.Cl[C:21]([O:23][CH3:24])=[O:22]. Product: [C:21](=[O:22])([O:23][CH3:24])[O:12][C:3]1[CH:4]=[CH:5][C:6]([C:8]([CH3:9])([CH3:11])[CH3:10])=[CH:7][C:2]=1[Br:1]. The catalyst class is: 166. (7) The catalyst class is: 18. Reactant: [Cl:1][C:2]1[C:6]([CH3:7])=[CH:5][S:4][C:3]=1[C:8]1[N:12]([CH2:13][CH:14]([CH3:16])[CH3:15])[C:11](=[O:17])[N:10]([CH2:18][C:19]([OH:21])=O)[N:9]=1.[F:22][C:23]([F:33])([F:32])[C:24]1[CH:25]=[C:26]([CH:29]=[CH:30][CH:31]=1)[CH2:27][NH2:28].C1C=CC2N(O)N=NC=2C=1.CCN=C=NCCCN(C)C.Cl. Product: [Cl:1][C:2]1[C:6]([CH3:7])=[CH:5][S:4][C:3]=1[C:8]1[N:12]([CH2:13][CH:14]([CH3:15])[CH3:16])[C:11](=[O:17])[N:10]([CH2:18][C:19]([NH:28][CH2:27][C:26]2[CH:29]=[CH:30][CH:31]=[C:24]([C:23]([F:22])([F:32])[F:33])[CH:25]=2)=[O:21])[N:9]=1. (8) Reactant: [C:1]([O:5][C:6]([N:8]1[CH2:13][CH2:12][CH:11]([C:14](N(OC)C)=[O:15])[CH2:10][CH2:9]1)=[O:7])([CH3:4])([CH3:3])[CH3:2].O1CCC[CH2:21]1.O1CCCC1.C[Mg]Cl. Product: [C:14]([CH:11]1[CH2:10][CH2:9][N:8]([C:6]([O:5][C:1]([CH3:2])([CH3:3])[CH3:4])=[O:7])[CH2:13][CH2:12]1)(=[O:15])[CH3:21]. The catalyst class is: 28. (9) Reactant: [CH3:1][O:2][C:3]1[CH:11]=[C:10]([CH3:12])[C:6]([C:7](Cl)=[O:8])=[CH:5][N:4]=1.[OH-].[NH4+:14]. Product: [CH3:1][O:2][C:3]1[CH:11]=[C:10]([CH3:12])[C:6]([C:7]([NH2:14])=[O:8])=[CH:5][N:4]=1. The catalyst class is: 1. (10) Reactant: [CH3:1][N:2]1[CH2:7][CH2:6][N:5]([C:8]2[CH:9]=[C:10]([NH2:15])[C:11]([NH2:14])=[CH:12][CH:13]=2)[CH2:4][CH2:3]1.C(N(CC)CC)C.C1[C:35]2[C:34](=[O:36])[C:33]3C(=CC=CC=3)C=2C(C(Cl)=O)=CC=1. Product: [CH:34]([O:36][CH:12]([CH3:11])[CH3:13])([CH3:35])[CH3:33].[NH2:15][C:10]1[CH:9]=[C:8]([N:5]2[CH2:6][CH2:7][N:2]([CH3:1])[CH2:3][CH2:4]2)[CH:13]=[CH:12][C:11]=1[NH-:14]. The catalyst class is: 4.